From a dataset of Reaction yield outcomes from USPTO patents with 853,638 reactions. Predict the reaction yield, written as a fraction of the theoretical maximum amount of product (1.0 means a 100% yield; for example, 0.34 means a 34% yield). (1) The reactants are [H-].[Na+].[F:3][C:4]1[C:5]([CH2:16][N:17]([CH3:25])[C:18](=[O:24])[O:19][C:20]([CH3:23])([CH3:22])[CH3:21])=[CH:6][NH:7][C:8]=1[C:9]1[C:10]([F:15])=[N:11][CH:12]=[CH:13][CH:14]=1.C1OCCOCCOCCOCCOC1.[CH3:41][O:42][C:43]1[CH:44]=[CH:45][C:46]([S:49](Cl)(=[O:51])=[O:50])=[N:47][CH:48]=1. The catalyst is O1CCCC1. The product is [F:3][C:4]1[C:5]([CH2:16][N:17]([CH3:25])[C:18](=[O:24])[O:19][C:20]([CH3:21])([CH3:22])[CH3:23])=[CH:6][N:7]([S:49]([C:46]2[CH:45]=[CH:44][C:43]([O:42][CH3:41])=[CH:48][N:47]=2)(=[O:50])=[O:51])[C:8]=1[C:9]1[C:10]([F:15])=[N:11][CH:12]=[CH:13][CH:14]=1. The yield is 0.930. (2) The reactants are [F:1][C:2]1[CH:7]=[C:6]([S:8]([CH3:11])(=[O:10])=[O:9])[CH:5]=[CH:4][C:3]=1[N:12]1[C:16]2=[N:17][CH:18]=[N:19][C:20]([NH:21][CH:22]3[CH2:26][CH2:25][NH:24][CH2:23]3)=[C:15]2[CH:14]=[N:13]1.[CH:27]([O:30][C:31](Cl)=[O:32])([CH3:29])[CH3:28].C(N(CC)CC)C. The catalyst is CN(C=O)C. The product is [CH:27]([O:30][C:31]([N:24]1[CH2:25][CH2:26][CH:22]([NH:21][C:20]2[N:19]=[CH:18][N:17]=[C:16]3[N:12]([C:3]4[CH:4]=[CH:5][C:6]([S:8]([CH3:11])(=[O:9])=[O:10])=[CH:7][C:2]=4[F:1])[N:13]=[CH:14][C:15]=23)[CH2:23]1)=[O:32])([CH3:29])[CH3:28]. The yield is 0.410. (3) The reactants are [C:1]([O:5][C:6]([N:8]1[CH2:13][CH2:12][CH:11]([N:14]([CH2:26][CH3:27])[C:15]2[C:16]([CH3:25])=[C:17]([CH:21]=[C:22]([Cl:24])[CH:23]=2)[C:18](O)=[O:19])[CH2:10][CH2:9]1)=[O:7])([CH3:4])([CH3:3])[CH3:2].C1CN([P+](ON2N=NC3C=CC=CC2=3)(N2CCCC2)N2CCCC2)CC1.F[P-](F)(F)(F)(F)F.C(N(C(C)C)C(C)C)C.[NH2:70][CH2:71][C:72]1[C:73](=[O:80])[NH:74][C:75]([CH3:79])=[CH:76][C:77]=1[CH3:78]. The catalyst is CN(C=O)C.CCOC(C)=O. The product is [Cl:24][C:22]1[CH:21]=[C:17]([C:18](=[O:19])[NH:70][CH2:71][C:72]2[C:73](=[O:80])[NH:74][C:75]([CH3:79])=[CH:76][C:77]=2[CH3:78])[C:16]([CH3:25])=[C:15]([N:14]([CH2:26][CH3:27])[CH:11]2[CH2:10][CH2:9][N:8]([C:6]([O:5][C:1]([CH3:3])([CH3:4])[CH3:2])=[O:7])[CH2:13][CH2:12]2)[CH:23]=1. The yield is 0.880. (4) The reactants are C([O:3][C:4]([CH:6]1[CH2:11][CH2:10][N:9]([C:12]([C:14]2([CH3:17])[CH2:16][CH2:15]2)=[O:13])[CH2:8][CH2:7]1)=[O:5])C.C(OC(C1CCNCC1)=O)C.CC1(C(O)=O)CC1.O[Li].O. The catalyst is C1COCC1.CCO.O. The product is [CH3:17][C:14]1([C:12]([N:9]2[CH2:8][CH2:7][CH:6]([C:4]([OH:5])=[O:3])[CH2:11][CH2:10]2)=[O:13])[CH2:15][CH2:16]1. The yield is 0.860. (5) The reactants are [F:1][C:2]1[CH:7]=[CH:6][CH:5]=[CH:4][C:3]=1[CH2:8][O:9][C:10]1[CH:15]=[CH:14][C:13]([C@H:16]2[CH2:20][CH2:19][C@:18]3([CH2:24][CH2:23][NH:22][C:21]3=[O:25])[N:17]2[C:26]([O:28][C:29]([CH3:32])([CH3:31])[CH3:30])=[O:27])=[CH:12][CH:11]=1.[H-].[Na+].I[CH3:36].O. The catalyst is CN(C=O)C.C(OCC)(=O)C. The product is [F:1][C:2]1[CH:7]=[CH:6][CH:5]=[CH:4][C:3]=1[CH2:8][O:9][C:10]1[CH:15]=[CH:14][C:13]([C@H:16]2[CH2:20][CH2:19][C@:18]3([CH2:24][CH2:23][N:22]([CH3:36])[C:21]3=[O:25])[N:17]2[C:26]([O:28][C:29]([CH3:32])([CH3:31])[CH3:30])=[O:27])=[CH:12][CH:11]=1. The yield is 0.880.